From a dataset of Reaction yield outcomes from USPTO patents with 853,638 reactions. Predict the reaction yield, written as a fraction of the theoretical maximum amount of product (1.0 means a 100% yield; for example, 0.34 means a 34% yield). (1) The product is [F:9][C:10]1[CH:11]=[C:12]2[C:17](=[CH:18][CH:19]=1)[N:16]([CH3:20])[C:15](=[O:21])[C:14]([C:22]#[N:23])=[C:13]2[N:24]1[CH2:25][CH2:26][N:27]([C:6]([C:2]2[S:1][CH:5]=[CH:4][CH:3]=2)=[O:7])[CH2:28][CH2:29]1. The yield is 0.980. The reactants are [S:1]1[CH:5]=[CH:4][CH:3]=[C:2]1[C:6](Cl)=[O:7].[F:9][C:10]1[CH:11]=[C:12]2[C:17](=[CH:18][CH:19]=1)[N:16]([CH3:20])[C:15](=[O:21])[C:14]([C:22]#[N:23])=[C:13]2[N:24]1[CH2:29][CH2:28][NH:27][CH2:26][CH2:25]1. The catalyst is N1C=CC=CC=1. (2) The reactants are [OH-].[Na+].[Br:3][C:4]1[CH:5]=[C:6]([C:16]([O:18]C)=O)[C:7]2[CH:8]=[N:9][N:10]([CH:13]([CH3:15])[CH3:14])[C:11]=2[CH:12]=1.[NH2:20][CH2:21][C:22]1[C:23](=[O:30])[NH:24][C:25]([CH3:29])=[CH:26][C:27]=1[CH3:28].C1CN([P+](ON2N=NC3C=CC=CC2=3)(N2CCCC2)N2CCCC2)CC1.F[P-](F)(F)(F)(F)F. The catalyst is CCO.CS(C)=O. The product is [Br:3][C:4]1[CH:5]=[C:6]([C:16]([NH:20][CH2:21][C:22]2[C:23](=[O:30])[NH:24][C:25]([CH3:29])=[CH:26][C:27]=2[CH3:28])=[O:18])[C:7]2[CH:8]=[N:9][N:10]([CH:13]([CH3:14])[CH3:15])[C:11]=2[CH:12]=1. The yield is 0.432. (3) The reactants are [CH3:1][C:2]1[CH:6]=[C:5]([CH3:7])[NH:4][C:3]=1[C:8]#[N:9].[Al+3].[Cl-].[Cl-].[Cl-].[C:14](Cl)([CH3:16])=[O:15]. The catalyst is ClCCCl. The product is [C:14]([C:6]1[C:2]([CH3:1])=[C:3]([C:8]#[N:9])[NH:4][C:5]=1[CH3:7])(=[O:15])[CH3:16]. The yield is 0.880. (4) The reactants are [CH3:1][C:2]1[N:6]2[N:7]=[C:8]([N:19]([CH3:28])[C@H:20]([C:22]3[CH:27]=[CH:26][CH:25]=[CH:24][CH:23]=3)[CH3:21])[CH:9]=[C:10]([NH:11]C(=O)OC(C)(C)C)[C:5]2=[N:4][N:3]=1.Cl. The catalyst is C1COCC1. The product is [CH3:28][N:19]([C@H:20]([C:22]1[CH:27]=[CH:26][CH:25]=[CH:24][CH:23]=1)[CH3:21])[C:8]1[CH:9]=[C:10]([NH2:11])[C:5]2[N:6]([C:2]([CH3:1])=[N:3][N:4]=2)[N:7]=1. The yield is 0.739.